This data is from Full USPTO retrosynthesis dataset with 1.9M reactions from patents (1976-2016). The task is: Predict the reactants needed to synthesize the given product. (1) The reactants are: [Cl:1][C:2]1[CH:7]=[C:6]([C:8]#[C:9][Si](C)(C)C)[CH:5]=[CH:4][N:3]=1.[F:14][CH:15]([F:24])[CH2:16][N:17]1[CH:21]=[C:20](I)[N:19]=[C:18]1[CH3:23]. Given the product [Cl:1][C:2]1[CH:7]=[C:6]([C:8]#[C:9][C:20]2[N:19]=[C:18]([CH3:23])[N:17]([CH2:16][CH:15]([F:24])[F:14])[CH:21]=2)[CH:5]=[CH:4][N:3]=1, predict the reactants needed to synthesize it. (2) Given the product [OH:5][C:6]1[CH:14]=[CH:13][C:9]([C:10]([O:12][CH3:17])=[O:11])=[C:8]([O:15][CH3:16])[CH:7]=1, predict the reactants needed to synthesize it. The reactants are: S(Cl)(Cl)=O.[OH:5][C:6]1[CH:14]=[CH:13][C:9]([C:10]([OH:12])=[O:11])=[C:8]([O:15][CH3:16])[CH:7]=1.[CH3:17]O. (3) Given the product [F:37][C:2]([F:1])([F:36])[C:3]1[CH:4]=[C:5]([CH:29]=[C:30]([C:32]([F:33])([F:34])[F:35])[CH:31]=1)[CH2:6][N:7]([C@H:8]1[CH2:14][CH2:13][CH2:12][NH:11][C:10]2[C:15]([CH3:38])=[C:16]3[C:21](=[CH:22][C:9]1=2)[CH2:20][CH2:19][CH2:18][CH2:17]3)[C:23]1[N:24]=[N:25][N:26]([CH3:28])[N:27]=1, predict the reactants needed to synthesize it. The reactants are: [F:1][C:2]([F:37])([F:36])[C:3]1[CH:4]=[C:5]([CH:29]=[C:30]([C:32]([F:35])([F:34])[F:33])[CH:31]=1)[CH2:6][N:7]([C:23]1[N:24]=[N:25][N:26]([CH3:28])[N:27]=1)[C@H:8]1[CH2:14][CH2:13][CH2:12][NH:11][C:10]2[CH:15]=[C:16]3[C:21](=[CH:22][C:9]1=2)[CH2:20][CH2:19][CH2:18][CH2:17]3.[C:38](=O)(O)[O-].[Na+].ICl.[F-].[Cs+].CB(O)O. (4) Given the product [CH2:1]([N:8]([CH2:19][C:20]1[CH:25]=[CH:24][CH:23]=[CH:22][CH:21]=1)[C:9]1[CH:14]=[C:13]([Br:15])[CH:12]=[CH:11][C:10]=1[N+:16]([O-:18])=[O:17])[C:2]1[CH:7]=[CH:6][CH:5]=[CH:4][CH:3]=1, predict the reactants needed to synthesize it. The reactants are: [CH2:1]([NH:8][C:9]1[CH:14]=[C:13]([Br:15])[CH:12]=[CH:11][C:10]=1[N+:16]([O-:18])=[O:17])[C:2]1[CH:7]=[CH:6][CH:5]=[CH:4][CH:3]=1.[CH2:19](Br)[C:20]1[CH:25]=[CH:24][CH:23]=[CH:22][CH:21]=1.[OH-].[K+]. (5) Given the product [Br:1][C:2]1[C:3]([NH:9][C@H:10]2[CH2:15][CH2:14][C@H:13]([OH:16])[CH2:12][CH2:11]2)=[N:4][C:5]([NH:21][CH2:17][CH2:18][CH2:19][CH3:20])=[N:6][CH:7]=1, predict the reactants needed to synthesize it. The reactants are: [Br:1][C:2]1[C:3]([NH:9][CH:10]2[CH2:15][CH2:14][CH:13]([OH:16])[CH2:12][CH2:11]2)=[N:4][C:5](Cl)=[N:6][CH:7]=1.[CH2:17]([NH2:21])[CH2:18][CH2:19][CH3:20]. (6) The reactants are: [Cl:1][C:2]1[N:10]=[C:9]2[C:5]([N:6]=[CH:7][N:8]2[C@@H:11]2[CH2:15][C@H:14]([OH:16])[CH:13]=[CH:12]2)=[C:4]([Cl:17])[N:3]=1.N1C=CC=CC=1.Cl[C:25]([O:27][CH2:28][CH3:29])=[O:26]. Given the product [CH2:28]([O:27][C:25](=[O:26])[O:16][C@H:14]1[CH2:15][C@@H:11]([N:8]2[CH:7]=[N:6][C:5]3[C:9]2=[N:10][C:2]([Cl:1])=[N:3][C:4]=3[Cl:17])[CH:12]=[CH:13]1)[CH3:29], predict the reactants needed to synthesize it. (7) Given the product [C:22]([C:19]1[CH:20]=[CH:21][C:16]([C:15]([C:14]2[C:10]([C:7]3[CH:6]=[CH:5][C:4]([C:3]([OH:39])=[O:2])=[CH:9][CH:8]=3)=[N:11][O:12][C:13]=2[C:27]2[CH:32]=[CH:31][C:30]([CH:33]3[CH2:34][CH2:35][CH2:36][CH2:37][CH2:38]3)=[CH:29][CH:28]=2)=[O:26])=[CH:17][CH:18]=1)([CH3:25])([CH3:23])[CH3:24], predict the reactants needed to synthesize it. The reactants are: C[O:2][C:3](=[O:39])[C:4]1[CH:9]=[CH:8][C:7]([C:10]2[C:14]([C:15](=[O:26])[C:16]3[CH:21]=[CH:20][C:19]([C:22]([CH3:25])([CH3:24])[CH3:23])=[CH:18][CH:17]=3)=[C:13]([C:27]3[CH:32]=[CH:31][C:30]([CH:33]4[CH2:38][CH2:37][CH2:36][CH2:35][CH2:34]4)=[CH:29][CH:28]=3)[O:12][N:11]=2)=[CH:6][CH:5]=1. (8) Given the product [NH:34]1[C:38](/[CH:39]=[C:27]2\[C:28](=[O:32])[NH:29][C:30]3[C:26]\2=[CH:25][CH:24]=[C:23]([O:22][CH2:21][CH2:20][NH:19][C:14]2[N:15]=[CH:16][CH:17]=[CH:18][C:13]=2[C:12]([NH:11][C@H:9]([C:4]2[CH:5]=[CH:6][C:7]([F:8])=[C:2]([F:1])[CH:3]=2)[CH3:10])=[O:33])[CH:31]=3)=[CH:37][N:36]=[CH:35]1, predict the reactants needed to synthesize it. The reactants are: [F:1][C:2]1[CH:3]=[C:4]([C@@H:9]([NH:11][C:12](=[O:33])[C:13]2[CH:18]=[CH:17][CH:16]=[N:15][C:14]=2[NH:19][CH2:20][CH2:21][O:22][C:23]2[CH:31]=[C:30]3[C:26]([CH2:27][C:28](=[O:32])[NH:29]3)=[CH:25][CH:24]=2)[CH3:10])[CH:5]=[CH:6][C:7]=1[F:8].[NH:34]1[C:38]([CH:39]=O)=[CH:37][N:36]=[CH:35]1.N1CCCCC1.C(O)C. (9) Given the product [CH2:23]([O:22][C:20](=[O:21])[C:19]([CH2:31][CH2:32][O:13][C:12](=[O:14])[CH2:11][C:3]1[CH:4]=[CH:5][CH:6]=[C:7]([N+:8]([O-:10])=[O:9])[C:2]=1[CH3:1])([C:25]1[CH:30]=[CH:29][CH:28]=[CH:27][CH:26]=1)[C:18]([O:17][CH2:15][CH3:16])=[O:34])[CH3:24], predict the reactants needed to synthesize it. The reactants are: [CH3:1][C:2]1[C:7]([N+:8]([O-:10])=[O:9])=[CH:6][CH:5]=[CH:4][C:3]=1[CH2:11][C:12]([OH:14])=[O:13].[CH2:15]([O:17][C:18](=[O:34])[C:19]([CH2:31][CH2:32]O)([C:25]1[CH:30]=[CH:29][CH:28]=[CH:27][CH:26]=1)[C:20]([O:22][CH2:23][CH3:24])=[O:21])[CH3:16]. (10) Given the product [O:47]=[C:37]1[N:36]([CH:33]2[CH2:32][CH2:31][N:30]([C:2]([O:28][C@@H:23]([C:24]([O:26][CH3:27])=[O:25])[CH2:22][C:18]3[CH:17]=[C:16]([CH3:29])[C:15]([Cl:14])=[C:20]([CH3:21])[CH:19]=3)=[O:3])[CH2:35][CH2:34]2)[CH2:42][CH2:41][C:40]2[CH:43]=[CH:44][CH:45]=[CH:46][C:39]=2[NH:38]1, predict the reactants needed to synthesize it. The reactants are: Cl[C:2](OC1C=CC([N+]([O-])=O)=CC=1)=[O:3].[Cl:14][C:15]1[C:20]([CH3:21])=[CH:19][C:18]([CH2:22][C@@H:23]([OH:28])[C:24]([O:26][CH3:27])=[O:25])=[CH:17][C:16]=1[CH3:29].[NH:30]1[CH2:35][CH2:34][CH:33]([N:36]2[CH2:42][CH2:41][C:40]3[CH:43]=[CH:44][CH:45]=[CH:46][C:39]=3[NH:38][C:37]2=[O:47])[CH2:32][CH2:31]1.